This data is from Forward reaction prediction with 1.9M reactions from USPTO patents (1976-2016). The task is: Predict the product of the given reaction. (1) Given the reactants [C:1]([O:5][C:6]([C:8]1[C:9]([CH3:24])=[C:10]([C:14]([O:16][CH:17]([CH2:19][CH2:20][CH2:21][CH2:22][CH3:23])[CH3:18])=[O:15])[S:11][C:12]=1[NH2:13])=[O:7])([CH3:4])([CH3:3])[CH3:2].C1CCN2C(=NCCC2)CC1.Cl[C:37]([O:39][CH2:40][CH2:41][CH2:42][CH2:43][CH2:44][CH2:45][CH3:46])=[O:38], predict the reaction product. The product is: [CH3:18][CH:17]([O:16][C:14]([C:10]1[S:11][C:12]([NH:13][C:37]([O:39][CH2:40][CH2:41][CH2:42][CH2:43][CH2:44][CH2:45][CH3:46])=[O:38])=[C:8]([C:6]([O:5][C:1]([CH3:3])([CH3:2])[CH3:4])=[O:7])[C:9]=1[CH3:24])=[O:15])[CH2:19][CH2:20][CH2:21][CH2:22][CH3:23]. (2) Given the reactants [O:1]=[C:2]1[C:11]2[C:6](=[CH:7][CH:8]=[CH:9][CH:10]=2)[NH:5][C:4]2[N:12]([C:19]3[CH:24]=[CH:23][CH:22]=[CH:21][N:20]=3)[N:13]=[C:14]([CH2:15][C:16](O)=[O:17])[C:3]1=2.O1CCCC1.C(N1C=CN=C1)([N:32]1C=CN=C1)=O.N, predict the reaction product. The product is: [O:1]=[C:2]1[C:11]2[C:6](=[CH:7][CH:8]=[CH:9][CH:10]=2)[NH:5][C:4]2[N:12]([C:19]3[CH:24]=[CH:23][CH:22]=[CH:21][N:20]=3)[N:13]=[C:14]([CH2:15][C:16]([NH2:32])=[O:17])[C:3]1=2.